From a dataset of TCR-epitope binding with 47,182 pairs between 192 epitopes and 23,139 TCRs. Binary Classification. Given a T-cell receptor sequence (or CDR3 region) and an epitope sequence, predict whether binding occurs between them. (1) The epitope is RAKFKQLL. The TCR CDR3 sequence is CASSPPGGGNTGELFF. Result: 1 (the TCR binds to the epitope). (2) The epitope is TLIGDCATV. The TCR CDR3 sequence is CASSRSAGPYNEQFF. Result: 0 (the TCR does not bind to the epitope). (3) The epitope is EPLPQGQLTAY. The TCR CDR3 sequence is CASRHGELFF. Result: 0 (the TCR does not bind to the epitope). (4) The epitope is ARMILMTHF. The TCR CDR3 sequence is CASSSIATGANVLTF. Result: 0 (the TCR does not bind to the epitope).